Dataset: Forward reaction prediction with 1.9M reactions from USPTO patents (1976-2016). Task: Predict the product of the given reaction. (1) Given the reactants [C:1]1([C:7]2([C:17]3[CH:22]=[CH:21][CH:20]=[CH:19][CH:18]=3)[CH:11]3[CH2:12][NH:13][CH2:14][CH2:15][N:10]3[C:9](=[O:16])[O:8]2)[CH:6]=[CH:5][CH:4]=[CH:3][CH:2]=1.Br[CH2:24][CH2:25][N:26]=[C:27]=[O:28].[NH:29]1[CH2:34][CH2:33][O:32][CH2:31][CH2:30]1, predict the reaction product. The product is: [N:29]1([CH2:24][CH2:25][NH:26][C:27]([N:13]2[CH2:14][CH2:15][N:10]3[C:9](=[O:16])[O:8][C:7]([C:1]4[CH:6]=[CH:5][CH:4]=[CH:3][CH:2]=4)([C:17]4[CH:18]=[CH:19][CH:20]=[CH:21][CH:22]=4)[CH:11]3[CH2:12]2)=[O:28])[CH2:34][CH2:33][O:32][CH2:31][CH2:30]1. (2) The product is: [CH3:19][C:11]1[CH:12]=[CH:13][C:14]([N+:16]([O-:18])=[O:17])=[CH:15][C:10]=1[NH:9][C:5]1[N:4]=[C:3]([OH:2])[CH:8]=[CH:7][N:6]=1. Given the reactants C[O:2][C:3]1[CH:8]=[CH:7][N:6]=[C:5]([NH:9][C:10]2[CH:15]=[C:14]([N+:16]([O-:18])=[O:17])[CH:13]=[CH:12][C:11]=2[CH3:19])[N:4]=1.C[Si](Cl)(C)C.[Na+].[I-].C([O-])([O-])=O.[Na+].[Na+], predict the reaction product. (3) Given the reactants [C:1]([O:5][C:6](=[O:19])[N:7]([CH2:15][CH2:16][CH2:17][OH:18])[C@H:8]1[CH2:13][CH2:12][C@H:11]([CH3:14])[CH2:10][CH2:9]1)([CH3:4])([CH3:3])[CH3:2].[C:20]1(O)[CH:25]=[CH:24][CH:23]=[CH:22][CH:21]=1.CCOC(/N=N/C(OCC)=O)=O.C1(P(C2C=CC=CC=2)C2C=CC=CC=2)C=CC=CC=1, predict the reaction product. The product is: [C:1]([O:5][C:6](=[O:19])[N:7]([CH:8]1[CH2:9][CH2:10][CH:11]([CH3:14])[CH2:12][CH2:13]1)[CH2:15][CH2:16][CH2:17][O:18][C:20]1[CH:25]=[CH:24][CH:23]=[CH:22][CH:21]=1)([CH3:2])([CH3:3])[CH3:4]. (4) Given the reactants [Cl:1][C:2]1[CH:3]=[C:4]([NH:16][C:17]2[C:26]3[C:21](=[CH:22][C:23]([O:38][CH2:39][CH3:40])=[C:24]([NH:27][C:28](=[O:37])/[CH:29]=[CH:30]/[C@H:31]4[CH2:35][CH2:34][CH2:33][N:32]4[CH3:36])[CH:25]=3)[N:20]=[CH:19][C:18]=2[C:41]#[N:42])[CH:5]=[CH:6][C:7]=1[O:8][CH2:9][C:10]1[CH:15]=[CH:14][CH:13]=[CH:12][N:11]=1.[CH3:43][S:44]([OH:47])(=[O:46])=[O:45].C(OCC)C, predict the reaction product. The product is: [CH3:43][S:44]([OH:47])(=[O:46])=[O:45].[CH3:43][S:44]([OH:47])(=[O:46])=[O:45].[Cl:1][C:2]1[CH:3]=[C:4]([NH:16][C:17]2[C:26]3[C:21](=[CH:22][C:23]([O:38][CH2:39][CH3:40])=[C:24]([NH:27][C:28](=[O:37])/[CH:29]=[CH:30]/[C@H:31]4[CH2:35][CH2:34][CH2:33][N:32]4[CH3:36])[CH:25]=3)[N:20]=[CH:19][C:18]=2[C:41]#[N:42])[CH:5]=[CH:6][C:7]=1[O:8][CH2:9][C:10]1[CH:15]=[CH:14][CH:13]=[CH:12][N:11]=1.